Task: Predict which catalyst facilitates the given reaction.. Dataset: Catalyst prediction with 721,799 reactions and 888 catalyst types from USPTO (1) Product: [CH3:1][O:2][C:3]1[CH:4]=[CH:5][C:6]([NH:9][C:10]2[S:11][CH:14]=[C:15]([C:16]([OH:18])=[O:17])[N:12]=2)=[CH:7][CH:8]=1. The catalyst class is: 5. Reactant: [CH3:1][O:2][C:3]1[CH:8]=[CH:7][C:6]([NH:9][C:10]([NH2:12])=[S:11])=[CH:5][CH:4]=1.Br[CH2:14][C:15](=O)[C:16]([OH:18])=[O:17]. (2) Reactant: [CH3:1][C:2]1[C:7]2[NH:8][C:9](=[O:13])[O:10][C:11](=[O:12])[C:6]=2[CH:5]=[CH:4][CH:3]=1.[N+:14]([O-])([OH:16])=[O:15]. Product: [CH3:1][C:2]1[C:7]2[NH:8][C:9](=[O:13])[O:10][C:11](=[O:12])[C:6]=2[CH:5]=[C:4]([N+:14]([O-:16])=[O:15])[CH:3]=1. The catalyst class is: 82. (3) Reactant: [F:1][C:2]([F:12])([F:11])[O:3][C:4]1[CH:9]=[CH:8][C:7]([OH:10])=[CH:6][CH:5]=1.Br[CH:14]([CH2:20][CH3:21])[C:15]([O:17][CH2:18][CH3:19])=[O:16].C(=O)([O-])[O-].[K+].[K+].CS(C)=O. Product: [F:1][C:2]([F:11])([F:12])[O:3][C:4]1[CH:5]=[CH:6][C:7]([O:10][CH:14]([CH2:20][CH3:21])[C:15]([O:17][CH2:18][CH3:19])=[O:16])=[CH:8][CH:9]=1. The catalyst class is: 170. (4) Reactant: [CH3:1][O:2][C:3](=[O:13])[C:4]1[CH:9]=[C:8](Br)[CH:7]=[C:6]([CH3:11])[C:5]=1[NH2:12].[C:14]1(B(O)O)[CH:19]=[CH:18][CH:17]=[CH:16][CH:15]=1.C([O-])([O-])=O.[Na+].[Na+]. Product: [CH3:1][O:2][C:3]([C:4]1[CH:9]=[C:8]([C:14]2[CH:19]=[CH:18][CH:17]=[CH:16][CH:15]=2)[CH:7]=[C:6]([CH3:11])[C:5]=1[NH2:12])=[O:13]. The catalyst class is: 564. (5) Product: [K+:5].[CH3:7][N:8]1[C:15]2[CH:14]=[C:13]([C:16]([O-:18])=[O:17])[NH:12][C:11]=2[CH:10]=[CH:9]1. The catalyst class is: 72. Reactant: C([O-])([O-])=O.[K+:5].[K+].[CH3:7][N:8]1[C:15]2[CH:14]=[C:13]([C:16]([OH:18])=[O:17])[NH:12][C:11]=2[CH:10]=[CH:9]1. (6) The catalyst class is: 8. Product: [CH3:17][O:16][C:12]1[N:13]=[C:14]2[C:9](=[CH:10][CH:11]=1)[N:8]=[CH:7][C:6]([C:4]([OH:5])=[O:3])=[CH:15]2. Reactant: C([O:3][C:4]([C:6]1[CH:7]=[N:8][C:9]2[C:14]([CH:15]=1)=[N:13][C:12]([O:16][CH3:17])=[CH:11][CH:10]=2)=[O:5])C.[OH-].[Na+].